This data is from Reaction yield outcomes from USPTO patents with 853,638 reactions. The task is: Predict the reaction yield, written as a fraction of the theoretical maximum amount of product (1.0 means a 100% yield; for example, 0.34 means a 34% yield). (1) The reactants are [F:1][C:2]1[CH:7]=[CH:6][C:5]([F:8])=[CH:4][C:3]=1[C@H:9]1[CH2:13][CH2:12][CH2:11][N:10]1[C:14]1[CH:19]=[CH:18][N:17]2[N:20]=[CH:21][C:22]([NH2:23])=[C:16]2[N:15]=1.[F:24][C:25]([F:33])([F:32])[C:26]1([C:29](O)=[O:30])[CH2:28][CH2:27]1.CN(C(ON1N=NC2C=CC=NC1=2)=[N+](C)C)C.F[P-](F)(F)(F)(F)F.CCN(C(C)C)C(C)C. The catalyst is CCOC(C)=O.CN(C=O)C. The product is [F:1][C:2]1[CH:7]=[CH:6][C:5]([F:8])=[CH:4][C:3]=1[C@H:9]1[CH2:13][CH2:12][CH2:11][N:10]1[C:14]1[CH:19]=[CH:18][N:17]2[N:20]=[CH:21][C:22]([NH:23][C:29]([C:26]3([C:25]([F:33])([F:32])[F:24])[CH2:28][CH2:27]3)=[O:30])=[C:16]2[N:15]=1. The yield is 0.630. (2) The reactants are [N:1]12[CH2:8][CH2:7][C:4]([C:9]([C:17]3[CH:22]=[CH:21][CH:20]=[CH:19][CH:18]=3)([C:11]3[CH:16]=[CH:15][CH:14]=[CH:13][CH:12]=3)[OH:10])([CH2:5][CH2:6]1)[CH2:3][CH2:2]2.[CH:23]1[C:32]2[C:27](=[CH:28][CH:29]=[CH:30][CH:31]=2)[CH:26]=[CH:25][C:24]=1[O:33][CH2:34][CH2:35][CH2:36][Br:37]. The catalyst is CC#N. The product is [Br-:37].[OH:10][C:9]([C:17]1[CH:22]=[CH:21][CH:20]=[CH:19][CH:18]=1)([C:11]1[CH:12]=[CH:13][CH:14]=[CH:15][CH:16]=1)[C:4]12[CH2:5][CH2:6][N+:1]([CH2:36][CH2:35][CH2:34][O:33][C:24]3[CH:25]=[CH:26][C:27]4[C:32](=[CH:31][CH:30]=[CH:29][CH:28]=4)[CH:23]=3)([CH2:2][CH2:3]1)[CH2:8][CH2:7]2. The yield is 0.637.